This data is from NCI-60 drug combinations with 297,098 pairs across 59 cell lines. The task is: Regression. Given two drug SMILES strings and cell line genomic features, predict the synergy score measuring deviation from expected non-interaction effect. (1) Drug 1: C1=CN(C=N1)CC(O)(P(=O)(O)O)P(=O)(O)O. Drug 2: CN(CCCl)CCCl.Cl. Cell line: BT-549. Synergy scores: CSS=0.385, Synergy_ZIP=7.69, Synergy_Bliss=13.1, Synergy_Loewe=-7.14, Synergy_HSA=-3.53. (2) Drug 2: C#CCC(CC1=CN=C2C(=N1)C(=NC(=N2)N)N)C3=CC=C(C=C3)C(=O)NC(CCC(=O)O)C(=O)O. Cell line: UACC62. Synergy scores: CSS=7.63, Synergy_ZIP=-0.838, Synergy_Bliss=1.88, Synergy_Loewe=-13.7, Synergy_HSA=2.11. Drug 1: C1=CC(=CC=C1CC(C(=O)O)N)N(CCCl)CCCl.Cl. (3) Drug 1: C1=CC(=C2C(=C1NCCNCCO)C(=O)C3=C(C=CC(=C3C2=O)O)O)NCCNCCO. Drug 2: CS(=O)(=O)OCCCCOS(=O)(=O)C. Cell line: K-562. Synergy scores: CSS=52.0, Synergy_ZIP=2.66, Synergy_Bliss=5.24, Synergy_Loewe=-32.1, Synergy_HSA=5.34.